From a dataset of Forward reaction prediction with 1.9M reactions from USPTO patents (1976-2016). Predict the product of the given reaction. (1) Given the reactants [CH2:1]([Li])CCC.[Br:6][C:7]1[CH:8]=[N:9][CH:10]=[C:11]([C:13]([F:16])([F:15])[F:14])[CH:12]=1.CI.C(OCC)(=O)C, predict the reaction product. The product is: [Br:6][C:7]1[CH:8]=[N:9][CH:10]=[C:11]([C:13]([F:14])([F:16])[F:15])[C:12]=1[CH3:1]. (2) Given the reactants I[C:2]1[C:3]([NH2:18])=[N:4][C:5](=[O:17])[N:6]([CH:16]=1)[C@@H:7]1[O:15][C@H:12]([CH2:13][OH:14])[C@@H:10]([OH:11])[C@H:8]1[OH:9].[CH2:19]([NH:22][C:23](=[O:28])[C:24]([F:27])([F:26])[F:25])[C:20]#[CH:21].C(N(CC)CC)C.C(=O)(O)[O-], predict the reaction product. The product is: [F:25][C:24]([F:27])([F:26])[C:23]([NH:22][CH2:19][C:20]#[C:21][C:2]1[C:3]([NH2:18])=[N:4][C:5](=[O:17])[N:6]([CH:16]=1)[C@@H:7]1[O:15][C@H:12]([CH2:13][OH:14])[C@@H:10]([OH:11])[C@H:8]1[OH:9])=[O:28]. (3) Given the reactants Cl.[N:2]1[CH:7]=[CH:6][CH:5]=[CH:4][C:3]=1[N:8]([CH2:31][CH2:32][C:33]([O:35]CC)=[O:34])[C:9]([C:11]1[CH:30]=[CH:29][C:14]2[N:15]([CH3:28])[C:16]([CH2:18][NH:19][C:20]3[S:21][C:22]([C:25](=[NH:27])[NH2:26])=[CH:23][N:24]=3)=[N:17][C:13]=2[CH:12]=1)=[O:10].[OH-].[Na+], predict the reaction product. The product is: [N:2]1[CH:7]=[CH:6][CH:5]=[CH:4][C:3]=1[N:8]([CH2:31][CH2:32][C:33]([OH:35])=[O:34])[C:9]([C:11]1[CH:30]=[CH:29][C:14]2[N:15]([CH3:28])[C:16]([CH2:18][NH:19][C:20]3[S:21][C:22]([C:25](=[NH:26])[NH2:27])=[CH:23][N:24]=3)=[N:17][C:13]=2[CH:12]=1)=[O:10]. (4) Given the reactants [C:1]([O:4][CH2:5][C@@H:6]1[CH2:10][CH2:9][CH2:8][N:7]1[C:11]([C:13]1[C:27]([NH:28][C:29]([O:31][C:32]([CH3:35])([CH3:34])[CH3:33])=[O:30])=[CH:26][C:16]([O:17][CH2:18][CH2:19][CH2:20][CH2:21][CH2:22][C:23](O)=[O:24])=[C:15]([O:36][CH3:37])[CH:14]=1)=[O:12])(=[O:3])[CH3:2].[CH3:38][N:39]1[CH2:44][CH2:43][N:42]([C:45]([O:47][C:48]2[C:49]3[CH:62]=[CH:61][CH:60]=[CH:59][C:50]=3[C:51]3[C@H:52]([CH2:57][Cl:58])[CH2:53][NH:54][C:55]=3[CH:56]=2)=[O:46])[CH2:41][CH2:40]1.Cl.O1CCOCC1.CCN=C=NCCCN(C)C.Cl.CC1C=CC(S(O)(=O)=O)=CC=1, predict the reaction product. The product is: [CH3:38][N:39]1[CH2:40][CH2:41][N:42]([C:45]([O:47][C:48]2[C:49]3[CH:62]=[CH:61][CH:60]=[CH:59][C:50]=3[C:51]3[C@H:52]([CH2:57][Cl:58])[CH2:53][N:54]([C:23](=[O:24])[CH2:22][CH2:21][CH2:20][CH2:19][CH2:18][O:17][C:16]4[CH:26]=[C:27]([NH:28][C:29]([O:31][C:32]([CH3:35])([CH3:34])[CH3:33])=[O:30])[C:13]([C:11]([N:7]5[CH2:8][CH2:9][CH2:10][C@H:6]5[CH2:5][O:4][C:1](=[O:3])[CH3:2])=[O:12])=[CH:14][C:15]=4[O:36][CH3:37])[C:55]=3[CH:56]=2)=[O:46])[CH2:43][CH2:44]1. (5) Given the reactants [Br:1][C:2]1[CH:3]=[CH:4][C:5]2[S:9](=[O:11])(=[O:10])[NH:8][CH:7]([CH3:12])[C:6]=2[CH:13]=1.Br[CH2:15][CH2:16][C:17]([O:19][CH2:20][CH3:21])=[O:18].C([O-])([O-])=O.[K+].[K+], predict the reaction product. The product is: [Br:1][C:2]1[CH:3]=[CH:4][C:5]2[S:9](=[O:10])(=[O:11])[N:8]([CH2:15][CH2:16][C:17]([O:19][CH2:20][CH3:21])=[O:18])[CH:7]([CH3:12])[C:6]=2[CH:13]=1.